Dataset: Full USPTO retrosynthesis dataset with 1.9M reactions from patents (1976-2016). Task: Predict the reactants needed to synthesize the given product. (1) Given the product [ClH:1].[NH2:53][C@H:38]([CH2:39][CH2:40][CH2:41][NH:42][C:43]([O:45][CH2:46][C:47]1[CH:48]=[CH:49][CH:50]=[CH:51][CH:52]=1)=[O:44])[C:37]([N:35]([CH3:36])[C@@H:30]([CH2:29][C:24]1[CH:23]=[C:22]([C:19]2[CH:20]=[CH:21][C:16]([O:15][CH2:8][C:9]3[CH:10]=[CH:11][CH:12]=[CH:13][CH:14]=3)=[C:17]([CH2:62][C@H:63]([NH:78][C:79]([O:81][CH2:82][C:83]3[CH:84]=[CH:85][CH:86]=[CH:87][CH:88]=3)=[O:80])[C:64](=[O:65])[O:66][C:67]3[C:68]([F:77])=[C:69]([F:76])[C:70]([F:75])=[C:71]([F:74])[C:72]=3[F:73])[CH:18]=2)[CH:27]=[CH:26][C:25]=1[F:28])[C:31]([O:33][CH3:34])=[O:32])=[O:61], predict the reactants needed to synthesize it. The reactants are: [ClH:1].O1CCOCC1.[CH2:8]([O:15][C:16]1[CH:21]=[CH:20][C:19]([C:22]2[CH:27]=[CH:26][C:25]([F:28])=[C:24]([CH2:29][C@H:30]([N:35]([C:37](=[O:61])[C@H:38]([NH:53]C(OC(C)(C)C)=O)[CH2:39][CH2:40][CH2:41][NH:42][C:43]([O:45][CH2:46][C:47]3[CH:52]=[CH:51][CH:50]=[CH:49][CH:48]=3)=[O:44])[CH3:36])[C:31]([O:33][CH3:34])=[O:32])[CH:23]=2)=[CH:18][C:17]=1[CH2:62][C@H:63]([NH:78][C:79]([O:81][CH2:82][C:83]1[CH:88]=[CH:87][CH:86]=[CH:85][CH:84]=1)=[O:80])[C:64]([O:66][C:67]1[C:72]([F:73])=[C:71]([F:74])[C:70]([F:75])=[C:69]([F:76])[C:68]=1[F:77])=[O:65])[C:9]1[CH:14]=[CH:13][CH:12]=[CH:11][CH:10]=1. (2) The reactants are: [C:1]1([C:25]2[CH:30]=[CH:29][CH:28]=[CH:27][CH:26]=2)[CH:6]=[CH:5][C:4]([CH2:7][C@@H:8]([NH:17]C(OC(C)(C)C)=O)[CH2:9][C@:10]([CH2:15][OH:16])([CH3:14])[C:11]([OH:13])=[O:12])=[CH:3][CH:2]=1.C1C=CC2N(O)N=NC=2C=1.CCN=C=NCCCN(C)C.[O:52]1[CH2:55][CH:54](O)[CH2:53]1.CN1CCOCC1.CC#N.Cl.O1CCOCC1. Given the product [O:52]1[CH2:55][CH:54]([O:13][C:11](=[O:12])[C@@:10]([CH2:15][OH:16])([CH3:14])[CH2:9][C@H:8]([NH2:17])[CH2:7][C:4]2[CH:5]=[CH:6][C:1]([C:25]3[CH:30]=[CH:29][CH:28]=[CH:27][CH:26]=3)=[CH:2][CH:3]=2)[CH2:53]1, predict the reactants needed to synthesize it. (3) Given the product [C:16]([C:20]1[CH:21]=[CH:22][C:23](/[C:26](/[C:45]2[NH:46][C:47](=[O:55])[C:48]([O:51][CH:52]([F:53])[F:54])=[CH:49][CH:50]=2)=[CH:27]\[C@H:28]2[CH2:29][CH2:30][C:31](=[O:44])[NH:32]2)=[CH:24][CH:25]=1)([CH3:19])([CH3:17])[CH3:18], predict the reactants needed to synthesize it. The reactants are: O.ClC1C(=O)C(C#N)=C(C#N)C(=O)C=1Cl.[C:16]([C:20]1[CH:25]=[CH:24][C:23](/[C:26](/[C:45]2[CH:50]=[CH:49][C:48]([O:51][CH:52]([F:54])[F:53])=[C:47]([O:55]CC3C=CC(OC)=CC=3)[N:46]=2)=[CH:27]\[C@@H:28]2[N:32](CC3C=CC(OC)=CC=3OC)[C:31](=[O:44])[CH2:30][CH2:29]2)=[CH:22][CH:21]=1)([CH3:19])([CH3:18])[CH3:17]. (4) Given the product [F:1][C:2]1[CH:3]=[C:4]([Br:10])[CH:5]=[C:6]([CH:11]([OH:13])[CH3:12])[C:7]=1[Br:8], predict the reactants needed to synthesize it. The reactants are: [F:1][C:2]1[C:7]([Br:8])=[C:6](Br)[CH:5]=[C:4]([Br:10])[CH:3]=1.[CH:11](=[O:13])[CH3:12]. (5) Given the product [F:1][C:2]1[CH:11]=[C:10]([C:12]2[N:17]=[C:16]3[N:18]([CH2:21][C:22]4[CH:23]=[C:24]5[C:29](=[CH:30][CH:31]=4)[N:28]=[CH:27][CH:26]=[CH:25]5)[CH:19]=[N:20][C:15]3=[CH:14][CH:13]=2)[CH:9]=[C:8]([F:32])[C:3]=1[C:4]([OH:6])=[O:5], predict the reactants needed to synthesize it. The reactants are: [F:1][C:2]1[CH:11]=[C:10]([C:12]2[N:17]=[C:16]3[N:18]([CH2:21][C:22]4[CH:23]=[C:24]5[C:29](=[CH:30][CH:31]=4)[N:28]=[CH:27][CH:26]=[CH:25]5)[CH:19]=[N:20][C:15]3=[CH:14][CH:13]=2)[CH:9]=[C:8]([F:32])[C:3]=1[C:4]([O:6]C)=[O:5].[OH-].[Li+].C1COCC1.Cl.